From a dataset of NCI-60 drug combinations with 297,098 pairs across 59 cell lines. Regression. Given two drug SMILES strings and cell line genomic features, predict the synergy score measuring deviation from expected non-interaction effect. (1) Drug 1: CCCCC(=O)OCC(=O)C1(CC(C2=C(C1)C(=C3C(=C2O)C(=O)C4=C(C3=O)C=CC=C4OC)O)OC5CC(C(C(O5)C)O)NC(=O)C(F)(F)F)O. Drug 2: B(C(CC(C)C)NC(=O)C(CC1=CC=CC=C1)NC(=O)C2=NC=CN=C2)(O)O. Cell line: UACC-257. Synergy scores: CSS=74.7, Synergy_ZIP=15.8, Synergy_Bliss=15.8, Synergy_Loewe=16.2, Synergy_HSA=18.0. (2) Drug 1: CS(=O)(=O)C1=CC(=C(C=C1)C(=O)NC2=CC(=C(C=C2)Cl)C3=CC=CC=N3)Cl. Drug 2: CN1C(=O)N2C=NC(=C2N=N1)C(=O)N. Cell line: SK-MEL-5. Synergy scores: CSS=-1.16, Synergy_ZIP=3.96, Synergy_Bliss=3.78, Synergy_Loewe=-6.08, Synergy_HSA=-3.98. (3) Drug 1: CN(C)C1=NC(=NC(=N1)N(C)C)N(C)C. Drug 2: CCC1(CC2CC(C3=C(CCN(C2)C1)C4=CC=CC=C4N3)(C5=C(C=C6C(=C5)C78CCN9C7C(C=CC9)(C(C(C8N6C=O)(C(=O)OC)O)OC(=O)C)CC)OC)C(=O)OC)O.OS(=O)(=O)O. Cell line: HS 578T. Synergy scores: CSS=36.3, Synergy_ZIP=7.64, Synergy_Bliss=10.5, Synergy_Loewe=-43.2, Synergy_HSA=5.33. (4) Drug 1: CC(CN1CC(=O)NC(=O)C1)N2CC(=O)NC(=O)C2. Drug 2: CC12CCC3C(C1CCC2O)C(CC4=C3C=CC(=C4)O)CCCCCCCCCS(=O)CCCC(C(F)(F)F)(F)F. Cell line: BT-549. Synergy scores: CSS=-0.716, Synergy_ZIP=-3.27, Synergy_Bliss=-2.87, Synergy_Loewe=-3.61, Synergy_HSA=-3.45. (5) Drug 1: C1CN(P(=O)(OC1)NCCCl)CCCl. Drug 2: C(CCl)NC(=O)N(CCCl)N=O. Cell line: SNB-75. Synergy scores: CSS=5.12, Synergy_ZIP=0.207, Synergy_Bliss=2.57, Synergy_Loewe=-4.55, Synergy_HSA=0.176. (6) Drug 1: CC=C1C(=O)NC(C(=O)OC2CC(=O)NC(C(=O)NC(CSSCCC=C2)C(=O)N1)C(C)C)C(C)C. Drug 2: CNC(=O)C1=NC=CC(=C1)OC2=CC=C(C=C2)NC(=O)NC3=CC(=C(C=C3)Cl)C(F)(F)F. Cell line: HS 578T. Synergy scores: CSS=28.8, Synergy_ZIP=0.154, Synergy_Bliss=1.02, Synergy_Loewe=-58.3, Synergy_HSA=0.163. (7) Drug 1: C1CCC(C1)C(CC#N)N2C=C(C=N2)C3=C4C=CNC4=NC=N3. Drug 2: CC1=C(N=C(N=C1N)C(CC(=O)N)NCC(C(=O)N)N)C(=O)NC(C(C2=CN=CN2)OC3C(C(C(C(O3)CO)O)O)OC4C(C(C(C(O4)CO)O)OC(=O)N)O)C(=O)NC(C)C(C(C)C(=O)NC(C(C)O)C(=O)NCCC5=NC(=CS5)C6=NC(=CS6)C(=O)NCCC[S+](C)C)O. Cell line: TK-10. Synergy scores: CSS=2.40, Synergy_ZIP=-3.38, Synergy_Bliss=-4.77, Synergy_Loewe=-6.58, Synergy_HSA=-4.57. (8) Drug 1: C1CN1P(=S)(N2CC2)N3CC3. Drug 2: C1C(C(OC1N2C=NC(=NC2=O)N)CO)O. Cell line: SF-539. Synergy scores: CSS=25.0, Synergy_ZIP=-12.5, Synergy_Bliss=-14.3, Synergy_Loewe=-14.9, Synergy_HSA=-14.0. (9) Drug 1: C1CNP(=O)(OC1)N(CCCl)CCCl. Drug 2: C1C(C(OC1N2C=NC(=NC2=O)N)CO)O. Cell line: COLO 205. Synergy scores: CSS=24.5, Synergy_ZIP=2.35, Synergy_Bliss=4.26, Synergy_Loewe=-10.2, Synergy_HSA=5.74. (10) Drug 1: CC(C)(C#N)C1=CC(=CC(=C1)CN2C=NC=N2)C(C)(C)C#N. Drug 2: CC1C(C(CC(O1)OC2CC(CC3=C2C(=C4C(=C3O)C(=O)C5=C(C4=O)C(=CC=C5)OC)O)(C(=O)CO)O)N)O.Cl. Cell line: SK-MEL-28. Synergy scores: CSS=46.1, Synergy_ZIP=2.96, Synergy_Bliss=3.94, Synergy_Loewe=3.63, Synergy_HSA=3.97.